This data is from TCR-epitope binding with 47,182 pairs between 192 epitopes and 23,139 TCRs. The task is: Binary Classification. Given a T-cell receptor sequence (or CDR3 region) and an epitope sequence, predict whether binding occurs between them. (1) The epitope is YYRRATRRIR. The TCR CDR3 sequence is CASSVAAGLSHEQFF. Result: 0 (the TCR does not bind to the epitope). (2) The epitope is FSKQLQQSM. The TCR CDR3 sequence is CASSVRQDNEQFF. Result: 0 (the TCR does not bind to the epitope).